Dataset: Reaction yield outcomes from USPTO patents with 853,638 reactions. Task: Predict the reaction yield, written as a fraction of the theoretical maximum amount of product (1.0 means a 100% yield; for example, 0.34 means a 34% yield). (1) The reactants are [Cl:1][C:2]1[CH:3]=[C:4]([N:9]2[C:13]3[C:14](=[O:25])[N:15]([C:18]4[CH:23]=[CH:22][C:21](I)=[CH:20][CH:19]=4)[CH2:16][CH2:17][C:12]=3[C:11]([C:26]([F:29])([F:28])[F:27])=[N:10]2)[CH:5]=[CH:6][C:7]=1[F:8].N[CH:31]1[CH2:36][CH2:35][CH2:34]C[CH:32]1[NH2:37].[O-:38]P([O-])([O-])=O.[K+].[K+].[K+].O1CCOCC1. The catalyst is [Cu]I.C(OC(=O)C)C. The product is [Cl:1][C:2]1[CH:3]=[C:4]([N:9]2[C:13]3[C:14](=[O:25])[N:15]([C:18]4[CH:23]=[CH:22][C:21]([N:37]5[CH2:34][CH2:35][CH2:36][CH2:31][C:32]5=[O:38])=[CH:20][CH:19]=4)[CH2:16][CH2:17][C:12]=3[C:11]([C:26]([F:29])([F:28])[F:27])=[N:10]2)[CH:5]=[CH:6][C:7]=1[F:8]. The yield is 0.800. (2) The reactants are CO[C:3](=[O:21])[C:4]([OH:20])=[CH:5][C:6](=[O:19])[N:7]([CH2:10][C:11]1[CH:16]=[CH:15][C:14]([CH3:17])=[C:13]([F:18])[CH:12]=1)[O:8][CH3:9].C=O.CN.ClC1C=C(C=CC=1Cl)[CH2:30][N:31](C)[C:32](C1CN(C)C(=O)C=1O)=O. No catalyst specified. The product is [F:18][C:13]1[CH:12]=[C:11]([CH:16]=[CH:15][C:14]=1[CH3:17])[CH2:10][N:7]([O:8][CH3:9])[C:6]([C:5]1[CH2:30][N:31]([CH3:32])[C:3](=[O:21])[C:4]=1[OH:20])=[O:19]. The yield is 0.540. (3) The reactants are [C:1]([O:10]C)(=O)[C:2]1[C:3](=[CH:5][CH:6]=[CH:7][CH:8]=1)[SH:4].[CH2:12]([N:19]([C:25]([C:27]1[CH:32]=[CH:31][CH:30]=[C:29]([C:33]#[N:34])[N:28]=1)=[O:26])[C:20]([N:22]([CH3:24])[CH3:23])=[O:21])[C:13]1[CH:18]=[CH:17][CH:16]=[CH:15][CH:14]=1.C(N(CC)CC)C. The catalyst is C1(C)C=CC=CC=1. The product is [CH2:12]([N:19]([C:25]([C:27]1[CH:32]=[CH:31][CH:30]=[C:29]([C:33]2[S:4][C:3]3[CH:5]=[CH:6][CH:7]=[CH:8][C:2]=3[C:1](=[O:10])[N:34]=2)[N:28]=1)=[O:26])[C:20]([N:22]([CH3:24])[CH3:23])=[O:21])[C:13]1[CH:14]=[CH:15][CH:16]=[CH:17][CH:18]=1. The yield is 0.930. (4) The reactants are [N:1]1([CH2:6][CH2:7][CH2:8][N:9]2[CH2:14][CH2:13][S:12][C:11]3[CH:15]=[C:16]([NH2:19])[CH:17]=[CH:18][C:10]2=3)[CH2:5][CH2:4][CH2:3][CH2:2]1.I.[S:21]1[CH:25]=[CH:24][CH:23]=[C:22]1[C:26](SC)=[NH:27]. The catalyst is C(O)C.C([O-])(O)=O.[Na+]. The product is [N:1]1([CH2:6][CH2:7][CH2:8][N:9]2[CH2:14][CH2:13][S:12][C:11]3[CH:15]=[C:16]([NH:19][C:26]([C:22]4[S:21][CH:25]=[CH:24][CH:23]=4)=[NH:27])[CH:17]=[CH:18][C:10]2=3)[CH2:5][CH2:4][CH2:3][CH2:2]1. The yield is 0.850. (5) The reactants are [CH3:1][Si:2]([CH3:9])([CH3:8])[C:3]#[C:4][CH2:5][CH2:6]O.[C:10]1(=[O:20])[NH:14][C:13](=[O:15])[C:12]2=[CH:16][CH:17]=[CH:18][CH:19]=[C:11]12. No catalyst specified. The product is [CH3:1][Si:2]([CH3:9])([CH3:8])[C:3]#[C:4][CH2:5][CH2:6][N:14]1[C:10](=[O:20])[C:11]2[C:12](=[CH:16][CH:17]=[CH:18][CH:19]=2)[C:13]1=[O:15]. The yield is 0.510. (6) The reactants are [C:1]([C:4]1[S:5][C:6](Br)=[CH:7][CH:8]=1)(=O)C.[Br:10][C:11]1[S:15][C:14]([C:16]([CH2:18][C:19]#[N:20])=[O:17])=[CH:13][CH:12]=1.C1(=O)CCCC1.N1CCOCC1.[S]. No catalyst specified. The product is [NH2:20][C:19]1[S:5][C:6]2[CH2:1][CH2:4][CH2:8][C:7]=2[C:18]=1[C:16]([C:14]1[S:15][C:11]([Br:10])=[CH:12][CH:13]=1)=[O:17]. The yield is 0.730. (7) The reactants are [CH2:1]1[C:9]2[C:4](=[CH:5][C:6]([N:10]3[C:14]([SH:15])=[N:13][N:12]=[C:11]3[C:16]3[C:21]([OH:22])=[CH:20][CH:19]=[C:18]([CH:23]([CH3:25])[CH3:24])[C:17]=3O)=[CH:7][CH:8]=2)[CH2:3][C:2]21[O:30]CCO2.O.CC1C=CC(S(O)(=O)=[O:40])=CC=1. The catalyst is CC(C)=O. The product is [OH:22][C:21]1[CH:20]=[C:19]([OH:40])[C:18]([CH:23]([CH3:24])[CH3:25])=[CH:17][C:16]=1[C:11]1[N:10]([C:6]2[CH:5]=[C:4]3[C:9](=[CH:8][CH:7]=2)[CH2:1][C:2](=[O:30])[CH2:3]3)[C:14]([SH:15])=[N:13][N:12]=1. The yield is 0.690. (8) The reactants are [OH:1][C:2]1[CH:7]=[CH:6][C:5]([S:8][CH2:9][CH2:10][CH2:11][C:12]([OH:14])=O)=[CH:4][CH:3]=1.[O:15]1[C:19]2[CH:20]=[CH:21][CH:22]=[C:23]([CH2:24][NH:25][CH3:26])[C:18]=2[O:17][CH2:16]1. No catalyst specified. The product is [O:15]1[C:19]2[CH:20]=[CH:21][CH:22]=[C:23]([CH2:24][N:25]([CH3:26])[C:12](=[O:14])[CH2:11][CH2:10][CH2:9][S:8][C:5]3[CH:4]=[CH:3][C:2]([OH:1])=[CH:7][CH:6]=3)[C:18]=2[O:17][CH2:16]1. The yield is 0.560. (9) The reactants are [CH:1]1([CH2:7][C:8]([OH:10])=O)[CH2:6][CH2:5][CH2:4][CH2:3][CH2:2]1.Cl.[CH3:12][C:13]1[C:17]([CH2:18][N:19]2[CH:23]=[C:22]([NH2:24])[CH:21]=[N:20]2)=[C:16]([CH3:25])[O:15][N:14]=1. No catalyst specified. The product is [CH:1]1([CH2:7][C:8]([NH:24][C:22]2[CH:21]=[N:20][N:19]([CH2:18][C:17]3[C:13]([CH3:12])=[N:14][O:15][C:16]=3[CH3:25])[CH:23]=2)=[O:10])[CH2:2][CH2:3][CH2:4][CH2:5][CH2:6]1. The yield is 0.170.